Predict the reactants needed to synthesize the given product. From a dataset of Retrosynthesis with 50K atom-mapped reactions and 10 reaction types from USPTO. (1) Given the product Cc1cccc(N2CCc3c(ncnc3Nc3ccc4c(c3)OCCO4)C2)c1, predict the reactants needed to synthesize it. The reactants are: Cc1cccc(Br)c1.c1nc2c(c(Nc3ccc4c(c3)OCCO4)n1)CCNC2. (2) Given the product O=C(O)Cc1cccc(Cc2nc3c(F)c(F)cc(F)c3s2)c1, predict the reactants needed to synthesize it. The reactants are: COC(=O)Cc1cccc(Cc2nc3c(F)c(F)cc(F)c3s2)c1. (3) Given the product CSc1ncnc2cc(NC(C)=O)ncc12, predict the reactants needed to synthesize it. The reactants are: CC(=O)Cl.CSc1ncnc2cc(N)ncc12. (4) Given the product CCC(=O)c1cccnc1F, predict the reactants needed to synthesize it. The reactants are: CCC(O)c1cccnc1F. (5) Given the product Nc1ccc(C2=NCCO2)cc1, predict the reactants needed to synthesize it. The reactants are: O=[N+]([O-])c1ccc(C2=NCCO2)cc1. (6) Given the product CC(C)(C)OC(=O)NC1(c2ccc(-c3c(-c4ccccc4)nc4n3-c3cccnc3Nc3ccccc3-4)cc2)CCC1, predict the reactants needed to synthesize it. The reactants are: Brc1c(-c2ccccc2)nc2n1-c1cccnc1Nc1ccccc1-2.CC(C)(C)OC(=O)NC1(c2ccc(B3OC(C)(C)C(C)(C)O3)cc2)CCC1.